From a dataset of Forward reaction prediction with 1.9M reactions from USPTO patents (1976-2016). Predict the product of the given reaction. Given the reactants [CH3:1][C:2]([O:4][C:5]1[C:13]2[C:8](=[CH:9][CH:10]=[CH:11][CH:12]=2)[NH:7][CH:6]=1)=O.CC(C)([O-])C.[K+].[CH:20]1([NH:26][C:27](=[O:48])[NH:28][C@@H:29]2[C@H:33]3[O:34]C[C@@H](OS(C4C=CC(C)=CC=4)(=O)=O)[C@H:32]3[O:31][CH2:30]2)[CH2:25][CH2:24][CH2:23][CH2:22][CH2:21]1, predict the reaction product. The product is: [CH:20]1([NH:26][C:27]([NH:28][C@H:29]2[CH2:33][O:34][C@@H:1]3[C@@H:2]([O:4][C:5]4[C:13]5[C:8](=[CH:9][CH:10]=[CH:11][CH:12]=5)[NH:7][CH:6]=4)[CH2:32][O:31][C@H:30]23)=[O:48])[CH2:21][CH2:22][CH2:23][CH2:24][CH2:25]1.